Dataset: Peptide-MHC class I binding affinity with 185,985 pairs from IEDB/IMGT. Task: Regression. Given a peptide amino acid sequence and an MHC pseudo amino acid sequence, predict their binding affinity value. This is MHC class I binding data. The MHC is Patr-B0101 with pseudo-sequence Patr-B0101. The peptide sequence is TAVPWNASW. The binding affinity (normalized) is 0.